From a dataset of NCI-60 drug combinations with 297,098 pairs across 59 cell lines. Regression. Given two drug SMILES strings and cell line genomic features, predict the synergy score measuring deviation from expected non-interaction effect. (1) Drug 1: C#CCC(CC1=CN=C2C(=N1)C(=NC(=N2)N)N)C3=CC=C(C=C3)C(=O)NC(CCC(=O)O)C(=O)O. Drug 2: C1CC(=O)NC(=O)C1N2C(=O)C3=CC=CC=C3C2=O. Cell line: T-47D. Synergy scores: CSS=-3.96, Synergy_ZIP=2.40, Synergy_Bliss=-1.95, Synergy_Loewe=-2.18, Synergy_HSA=-5.75. (2) Cell line: NCI-H522. Synergy scores: CSS=4.64, Synergy_ZIP=0.681, Synergy_Bliss=2.62, Synergy_Loewe=1.26, Synergy_HSA=0.992. Drug 2: CC12CCC3C(C1CCC2OP(=O)(O)O)CCC4=C3C=CC(=C4)OC(=O)N(CCCl)CCCl.[Na+]. Drug 1: CC1C(C(CC(O1)OC2CC(CC3=C2C(=C4C(=C3O)C(=O)C5=C(C4=O)C(=CC=C5)OC)O)(C(=O)CO)O)N)O.Cl. (3) Drug 1: CC1=C(N=C(N=C1N)C(CC(=O)N)NCC(C(=O)N)N)C(=O)NC(C(C2=CN=CN2)OC3C(C(C(C(O3)CO)O)O)OC4C(C(C(C(O4)CO)O)OC(=O)N)O)C(=O)NC(C)C(C(C)C(=O)NC(C(C)O)C(=O)NCCC5=NC(=CS5)C6=NC(=CS6)C(=O)NCCC[S+](C)C)O. Drug 2: C1=NNC2=C1C(=O)NC=N2. Cell line: LOX IMVI. Synergy scores: CSS=26.7, Synergy_ZIP=-5.27, Synergy_Bliss=-2.97, Synergy_Loewe=-27.5, Synergy_HSA=-3.87. (4) Drug 1: COCCOC1=C(C=C2C(=C1)C(=NC=N2)NC3=CC=CC(=C3)C#C)OCCOC. Drug 2: C1CCC(C(C1)[NH-])[NH-].C(=O)(C(=O)[O-])[O-].[Pt+4]. Cell line: HT29. Synergy scores: CSS=39.1, Synergy_ZIP=-5.64, Synergy_Bliss=-7.84, Synergy_Loewe=-6.57, Synergy_HSA=-2.83. (5) Drug 1: CC1C(C(=O)NC(C(=O)N2CCCC2C(=O)N(CC(=O)N(C(C(=O)O1)C(C)C)C)C)C(C)C)NC(=O)C3=C4C(=C(C=C3)C)OC5=C(C(=O)C(=C(C5=N4)C(=O)NC6C(OC(=O)C(N(C(=O)CN(C(=O)C7CCCN7C(=O)C(NC6=O)C(C)C)C)C)C(C)C)C)N)C. Drug 2: CN1C2=C(C=C(C=C2)N(CCCl)CCCl)N=C1CCCC(=O)O.Cl. Cell line: HOP-62. Synergy scores: CSS=6.12, Synergy_ZIP=-4.14, Synergy_Bliss=-2.40, Synergy_Loewe=-29.3, Synergy_HSA=-8.14. (6) Drug 1: C1CN1C2=NC(=NC(=N2)N3CC3)N4CC4. Drug 2: C1=CC=C(C(=C1)C(C2=CC=C(C=C2)Cl)C(Cl)Cl)Cl. Cell line: NCI-H460. Synergy scores: CSS=44.0, Synergy_ZIP=1.53, Synergy_Bliss=0.407, Synergy_Loewe=-13.4, Synergy_HSA=1.58. (7) Drug 1: CC1=CC2C(CCC3(C2CCC3(C(=O)C)OC(=O)C)C)C4(C1=CC(=O)CC4)C. Drug 2: CCC1(C2=C(COC1=O)C(=O)N3CC4=CC5=C(C=CC(=C5CN(C)C)O)N=C4C3=C2)O.Cl. Cell line: RXF 393. Synergy scores: CSS=-0.551, Synergy_ZIP=-2.87, Synergy_Bliss=0.0930, Synergy_Loewe=-16.5, Synergy_HSA=-3.82. (8) Drug 1: C1CCN(CC1)CCOC2=CC=C(C=C2)C(=O)C3=C(SC4=C3C=CC(=C4)O)C5=CC=C(C=C5)O. Drug 2: C1=NC2=C(N=C(N=C2N1C3C(C(C(O3)CO)O)F)Cl)N. Cell line: NCI-H522. Synergy scores: CSS=11.1, Synergy_ZIP=-3.93, Synergy_Bliss=0.413, Synergy_Loewe=-12.7, Synergy_HSA=-2.69.